This data is from Full USPTO retrosynthesis dataset with 1.9M reactions from patents (1976-2016). The task is: Predict the reactants needed to synthesize the given product. (1) Given the product [CH3:27][O:26][C:21]1[CH:22]=[CH:23][CH:24]=[CH:25][C:20]=1[CH2:19][O:18][CH2:17][CH2:16][CH2:15][O:14][C:11]1[CH:12]=[CH:13][C:8]([CH:7]2[CH2:6][CH2:5][N:4]([C:28]([O:30][C:31]([CH3:34])([CH3:33])[CH3:32])=[O:29])[CH2:3][CH:2]2[O:1][CH2:36][C:37]2[CH:45]=[C:44]3[C:40]([C:41]([CH3:53])([CH3:52])[C:42](=[O:51])[N:43]3[CH2:46][CH2:47][CH2:48][O:49][CH3:50])=[CH:39][CH:38]=2)=[CH:9][CH:10]=1, predict the reactants needed to synthesize it. The reactants are: [OH:1][CH:2]1[CH:7]([C:8]2[CH:13]=[CH:12][C:11]([O:14][CH2:15][CH2:16][CH2:17][O:18][CH2:19][C:20]3[CH:25]=[CH:24][CH:23]=[CH:22][C:21]=3[O:26][CH3:27])=[CH:10][CH:9]=2)[CH2:6][CH2:5][N:4]([C:28]([O:30][C:31]([CH3:34])([CH3:33])[CH3:32])=[O:29])[CH2:3]1.Br[CH2:36][C:37]1[CH:45]=[C:44]2[C:40]([C:41]([CH3:53])([CH3:52])[C:42](=[O:51])[N:43]2[CH2:46][CH2:47][CH2:48][O:49][CH3:50])=[CH:39][CH:38]=1. (2) Given the product [OH:4][C@H:5]1[CH2:9][CH2:8][N:7]([C:10]([O:12][CH2:13][C:14]2[CH:19]=[CH:18][CH:17]=[CH:16][CH:15]=2)=[O:11])[CH2:6]1, predict the reactants needed to synthesize it. The reactants are: C([O:4][C@H:5]1[CH2:9][CH2:8][N:7]([C:10]([O:12][CH2:13][C:14]2[CH:19]=[CH:18][CH:17]=[CH:16][CH:15]=2)=[O:11])[CH2:6]1)(=O)C.C(O)C.[OH-].[K+]. (3) Given the product [CH:35]([C:34]1[C:30]([O:1][CH2:2][C:3]2[CH:26]=[CH:25][C:6]([O:7][CH2:8][C:9]3[N:10]=[C:11]([C:15]4[CH:24]=[CH:23][C:18]([C:19]([O:21][CH3:22])=[O:20])=[CH:17][CH:16]=4)[O:12][C:13]=3[CH3:14])=[C:5]([O:27][CH3:28])[CH:4]=2)=[N:31][N:32]([C:37]2[CH:38]=[CH:39][CH:40]=[CH:41][CH:42]=2)[CH:33]=1)=[O:36], predict the reactants needed to synthesize it. The reactants are: [OH:1][CH2:2][C:3]1[CH:26]=[CH:25][C:6]([O:7][CH2:8][C:9]2[N:10]=[C:11]([C:15]3[CH:24]=[CH:23][C:18]([C:19]([O:21][CH3:22])=[O:20])=[CH:17][CH:16]=3)[O:12][C:13]=2[CH3:14])=[C:5]([O:27][CH3:28])[CH:4]=1.O[C:30]1[C:34]([CH:35]=[O:36])=[CH:33][N:32]([C:37]2[CH:42]=[CH:41][CH:40]=[CH:39][CH:38]=2)[N:31]=1.C(P(CCCC)CCCC)CCC.C1CCN(C(/N=N/C(N2CCCCC2)=O)=O)CC1. (4) Given the product [Br:1][C:2]1[CH:20]=[CH:19][C:5]([CH2:6][N:7]([CH2:8][C:9]([O:11][CH2:12][C:13]2[CH:18]=[CH:17][CH:16]=[CH:15][CH:14]=2)=[O:10])[C:21](=[O:23])[CH3:22])=[CH:4][CH:3]=1, predict the reactants needed to synthesize it. The reactants are: [Br:1][C:2]1[CH:20]=[CH:19][C:5]([CH2:6][NH:7][CH2:8][C:9]([O:11][CH2:12][C:13]2[CH:18]=[CH:17][CH:16]=[CH:15][CH:14]=2)=[O:10])=[CH:4][CH:3]=1.[C:21](OC(=O)C)(=[O:23])[CH3:22]. (5) The reactants are: [C@H:1]12[CH2:7][C@H:4]([NH:5][CH2:6]1)[CH2:3][N:2]2[C:8]([O:10][C:11]([CH3:14])([CH3:13])[CH3:12])=[O:9].Br[C:16]1[CH:21]=[CH:20][CH:19]=[CH:18][N:17]=1. Given the product [N:17]1[CH:18]=[CH:19][CH:20]=[CH:21][C:16]=1[N:5]1[CH2:6][C@@H:1]2[CH2:7][C@H:4]1[CH2:3][N:2]2[C:8]([O:10][C:11]([CH3:14])([CH3:13])[CH3:12])=[O:9], predict the reactants needed to synthesize it. (6) Given the product [NH2:22][C:3]1[CH:4]=[C:5]([NH:8][C:9](=[O:21])[C:10]2[CH:15]=[CH:14][CH:13]=[C:12]([C:16]([C:19]#[N:20])([CH3:17])[CH3:18])[CH:11]=2)[CH:6]=[CH:7][C:2]=1[Br:1], predict the reactants needed to synthesize it. The reactants are: [Br:1][C:2]1[CH:7]=[CH:6][C:5]([NH:8][C:9](=[O:21])[C:10]2[CH:15]=[CH:14][CH:13]=[C:12]([C:16]([C:19]#[N:20])([CH3:18])[CH3:17])[CH:11]=2)=[CH:4][C:3]=1[N+:22]([O-])=O.C(O)(=O)C.C(O)C.C(#N)C. (7) Given the product [C:15]([C:11]1[CH:12]=[C:13]2[C:8](=[CH:9][CH:10]=1)[NH:7][C:6]([C:4]([NH2:17])=[O:3])=[CH:14]2)#[N:16], predict the reactants needed to synthesize it. The reactants are: C([O:3][C:4]([C:6]1[NH:7][C:8]2[C:13]([CH:14]=1)=[CH:12][C:11]([C:15]#[N:16])=[CH:10][CH:9]=2)=O)C.[NH3:17].CO. (8) Given the product [CH3:17][N:14]1[CH2:15][CH2:16][N:11]([C:9](=[S:10])[NH:4][NH2:2])[CH2:12][CH2:13]1, predict the reactants needed to synthesize it. The reactants are: O.[NH2:2]N.[N:4]1([C:9]([N:11]2[CH2:16][CH2:15][N:14]([CH3:17])[CH2:13][CH2:12]2)=[S:10])C=CN=C1. (9) Given the product [Cl:18][CH2:19][CH2:20][C:21]([NH:16][C:8]1[CH:9]=[CH:10][C:11]2[NH:12][C:13]3[C:4](=[CH:3][C:2]([NH:1][C:21](=[O:22])[CH2:20][CH2:19][Cl:18])=[CH:15][CH:14]=3)[C:5](=[O:17])[C:6]=2[CH:7]=1)=[O:22], predict the reactants needed to synthesize it. The reactants are: [NH2:1][C:2]1[CH:15]=[CH:14][C:13]2[NH:12][C:11]3[C:6](=[CH:7][C:8]([NH2:16])=[CH:9][CH:10]=3)[C:5](=[O:17])[C:4]=2[CH:3]=1.[Cl:18][CH2:19][CH2:20][C:21](Cl)=[O:22].